From a dataset of Reaction yield outcomes from USPTO patents with 853,638 reactions. Predict the reaction yield, written as a fraction of the theoretical maximum amount of product (1.0 means a 100% yield; for example, 0.34 means a 34% yield). (1) The reactants are [CH:1]([C:4]1[C:8]([C:9]([O:11][CH2:12][CH3:13])=[O:10])=[CH:7][NH:6][N:5]=1)([CH3:3])[CH3:2].I[C:15]1[CH:20]=[CH:19][CH:18]=[CH:17][CH:16]=1.C([O-])([O-])=O.[K+].[K+].CN[C@H]1CCCC[C@@H]1NC. The catalyst is [Cu]I. The yield is 0.330. The product is [CH:1]([C:4]1[C:8]([C:9]([O:11][CH2:12][CH3:13])=[O:10])=[CH:7][N:6]([C:15]2[CH:20]=[CH:19][CH:18]=[CH:17][CH:16]=2)[N:5]=1)([CH3:3])[CH3:2]. (2) The reactants are [C:1]1([C:7]2[C:8]3[S:14][C:13]([C:15]([O:17][CH3:18])=[O:16])=[CH:12][C:9]=3[NH:10][CH:11]=2)[CH2:6][CH2:5][CH2:4][CH2:3][CH:2]=1.[OH-].[Na+].OO.C([O-])(O)=[O:24].[Na+]. The catalyst is C1COCC1. The product is [OH:24][CH:2]1[CH2:3][CH2:4][CH2:5][CH2:6][CH:1]1[C:7]1[C:8]2[S:14][C:13]([C:15]([O:17][CH3:18])=[O:16])=[CH:12][C:9]=2[NH:10][CH:11]=1. The yield is 0.560. (3) The reactants are Cl.Cl[C:3]1[C:12]2[C:7](=[CH:8][CH:9]=[CH:10][C:11]=2[O:13][CH:14]2[CH2:19][CH2:18][N:17]([CH3:20])[CH2:16][CH2:15]2)[N:6]=[CH:5][N:4]=1.[NH2:21][C:22]1[CH:27]=[CH:26][C:25]([OH:28])=[C:24]([CH3:29])[CH:23]=1. The catalyst is O1CCOCC1.C1COCC1. The product is [CH3:29][C:24]1[CH:23]=[C:22]([CH:27]=[CH:26][C:25]=1[OH:28])[NH:21][C:3]1[C:12]2[C:7](=[CH:8][CH:9]=[CH:10][C:11]=2[O:13][CH:14]2[CH2:19][CH2:18][N:17]([CH3:20])[CH2:16][CH2:15]2)[N:6]=[CH:5][N:4]=1. The yield is 0.790. (4) The reactants are CCOCC.Cl.[Cl:7][C:8]1[CH:18]=[C:17]([C:19]2[N:24]=[C:23]3[N:25]([CH2:28][C:29]4[CH:30]=[C:31]5[C:36](=[CH:37][CH:38]=4)[N:35]=[CH:34][CH:33]=[CH:32]5)[N:26]=[N:27][C:22]3=[CH:21][CH:20]=2)[CH:16]=[CH:15][C:9]=1[C:10]([NH:12][CH2:13][CH3:14])=[O:11]. The catalyst is C1COCC1. The product is [ClH:7].[Cl:7][C:8]1[CH:18]=[C:17]([C:19]2[N:24]=[C:23]3[N:25]([CH2:28][C:29]4[CH:30]=[C:31]5[C:36](=[CH:37][CH:38]=4)[N:35]=[CH:34][CH:33]=[CH:32]5)[N:26]=[N:27][C:22]3=[CH:21][CH:20]=2)[CH:16]=[CH:15][C:9]=1[C:10]([NH:12][CH2:13][CH3:14])=[O:11]. The yield is 0.560. (5) The reactants are [Br:1][C:2]1[C:3](F)=[C:4]2[C:10]([NH:11][C:12](=[O:20])[C:13]3[CH:18]=[CH:17][C:16]([Cl:19])=[CH:15][N:14]=3)=[CH:9][NH:8][C:5]2=[N:6][CH:7]=1.[NH:22]1[CH2:27][CH2:26][CH2:25][C@@H:24]([NH:28]C(=O)OC(C)(C)C)[CH2:23]1.CCN(C(C)C)C(C)C.C(O)(C(F)(F)F)=O. The catalyst is CCCCO.C(Cl)Cl. The product is [ClH:19].[NH2:28][C@@H:24]1[CH2:25][CH2:26][CH2:27][N:22]([C:3]2[C:2]([Br:1])=[CH:7][N:6]=[C:5]3[NH:8][CH:9]=[C:10]([NH:11][C:12](=[O:20])[C:13]4[CH:18]=[CH:17][C:16]([Cl:19])=[CH:15][N:14]=4)[C:4]=23)[CH2:23]1. The yield is 0.140. (6) The reactants are [NH2:1][C:2]1[N:7]=[CH:6][N:5]=[C:4]2[N:8]([C@@H:27]3[CH2:32][CH2:31][CH2:30][N:29](C(OC(C)(C)C)=O)[CH2:28]3)[N:9]=[C:10]([C:11]3[CH:16]=[CH:15][C:14]([O:17][C:18]4[CH:23]=[CH:22][CH:21]=[C:20]([F:24])[C:19]=4[F:25])=[CH:13][C:12]=3[F:26])[C:3]=12. The catalyst is C(Cl)Cl.C(O)(C(F)(F)F)=O. The product is [F:25][C:19]1[C:20]([F:24])=[CH:21][CH:22]=[CH:23][C:18]=1[O:17][C:14]1[CH:15]=[CH:16][C:11]([C:10]2[C:3]3[C:4](=[N:5][CH:6]=[N:7][C:2]=3[NH2:1])[N:8]([C@@H:27]3[CH2:32][CH2:31][CH2:30][NH:29][CH2:28]3)[N:9]=2)=[C:12]([F:26])[CH:13]=1. The yield is 0.800.